Task: Predict the reactants needed to synthesize the given product.. Dataset: Full USPTO retrosynthesis dataset with 1.9M reactions from patents (1976-2016) (1) Given the product [F:10][C:3]1[CH:4]=[C:5]([OH:9])[CH:6]=[C:7]([F:8])[C:2]=1[N:11]1[CH:15]=[CH:14][CH:13]=[N:12]1, predict the reactants needed to synthesize it. The reactants are: Br[C:2]1[C:7]([F:8])=[CH:6][C:5]([OH:9])=[CH:4][C:3]=1[F:10].[NH:11]1[CH:15]=[CH:14][CH:13]=[N:12]1.C(=NO)C1C(=CC=CC=1)O.C(=O)([O-])[O-].[Cs+].[Cs+]. (2) The reactants are: [Cl:1][C:2]1[CH:11]=[C:10]2[C:5]([C:6]([N:13]3[CH2:18][CH2:17][NH:16][CH2:15][CH2:14]3)=[CH:7][C:8]([NH2:12])=[N:9]2)=[CH:4][CH:3]=1.[N:19]([C:22]1[C:23](=[O:28])[NH:24][CH:25]=[CH:26][CH:27]=1)=[C:20]=[O:21].C(N(C(C)C)CC)(C)C. Given the product [NH2:12][C:8]1[CH:7]=[C:6]([N:13]2[CH2:18][CH2:17][N:16]([C:20]([NH:19][C:22]3[C:23](=[O:28])[NH:24][CH:25]=[CH:26][CH:27]=3)=[O:21])[CH2:15][CH2:14]2)[C:5]2[C:10](=[CH:11][C:2]([Cl:1])=[CH:3][CH:4]=2)[N:9]=1, predict the reactants needed to synthesize it. (3) Given the product [CH:2]1([CH2:5][O:6][C:7]2[CH:12]=[C:11]([O:13][CH3:14])[C:10]([F:15])=[CH:9][C:8]=2[C:16]2[CH:21]=[CH:20][N:19]=[C:18]3[C:22]([C:26]([NH:28][CH:29]4[CH2:30][CH2:31][N:32]([C:40](=[O:41])[C@@H:39]([OH:38])[CH3:43])[CH2:33][CH2:34]4)=[O:27])=[C:23]([CH3:25])[NH:24][C:17]=23)[CH2:4][CH2:3]1, predict the reactants needed to synthesize it. The reactants are: Cl.[CH:2]1([CH2:5][O:6][C:7]2[CH:12]=[C:11]([O:13][CH3:14])[C:10]([F:15])=[CH:9][C:8]=2[C:16]2[CH:21]=[CH:20][N:19]=[C:18]3[C:22]([C:26]([NH:28][CH:29]4[CH2:34][CH2:33][NH:32][CH2:31][CH2:30]4)=[O:27])=[C:23]([CH3:25])[NH:24][C:17]=23)[CH2:4][CH2:3]1.C([O:38][C@@H:39]([CH3:43])[C:40](Cl)=[O:41])(=O)C. (4) Given the product [ClH:16].[CH3:1][N:2]([CH3:12])[C:3]1[CH:4]=[C:5]([CH:9]=[CH:10][CH:11]=1)[C:6]([Cl:16])=[O:7], predict the reactants needed to synthesize it. The reactants are: [CH3:1][N:2]([CH3:12])[C:3]1[CH:4]=[C:5]([CH:9]=[CH:10][CH:11]=1)[C:6](O)=[O:7].C(Cl)(=O)C([Cl:16])=O.CN(C=O)C. (5) Given the product [C:1]([O:4][C@H:5]1[CH2:29][CH2:28][C@@:27]2([CH3:30])[C@@:7]([OH:32])([C@H:8]([NH:33][CH2:34][CH2:35][C:36]3[N:40]=[CH:39][NH:38][CH:37]=3)[CH2:9][C@@H:10]3[C@@H:26]2[CH2:25][CH2:24][C@@:23]2([CH3:31])[C@H:11]3[CH2:12][CH2:13][C@@H:14]2[C@H:15]([CH3:22])[CH2:16][CH2:17][CH2:18][CH:19]([CH3:20])[CH3:21])[CH2:6]1)(=[O:3])[CH3:2], predict the reactants needed to synthesize it. The reactants are: [C:1]([O:4][C@H:5]1[CH2:29][CH2:28][C@@:27]2([CH3:30])[C:7]3([O:32][C@H:8]3[CH2:9][C@@H:10]3[C@@H:26]2[CH2:25][CH2:24][C@@:23]2([CH3:31])[C@H:11]3[CH2:12][CH2:13][C@@H:14]2[C@H:15]([CH3:22])[CH2:16][CH2:17][CH2:18][CH:19]([CH3:21])[CH3:20])[CH2:6]1)(=[O:3])[CH3:2].[NH2:33][CH2:34][CH2:35][C:36]1[N:40]=[CH:39][NH:38][CH:37]=1.C(O)CCC.